Dataset: Forward reaction prediction with 1.9M reactions from USPTO patents (1976-2016). Task: Predict the product of the given reaction. Given the reactants C([O:4][CH2:5][C:6]1[C:15]([N+:16]([O-:18])=[O:17])=[CH:14][C:13]2[C@H:12]([NH:19][C:20](=[O:25])[C:21]([F:24])([F:23])[F:22])[CH2:11][CH2:10][CH2:9][C:8]=2[CH:7]=1)(=O)C, predict the reaction product. The product is: [F:22][C:21]([F:23])([F:24])[C:20]([NH:19][C@H:12]1[C:13]2[C:8](=[CH:7][C:6]([CH2:5][OH:4])=[C:15]([N+:16]([O-:18])=[O:17])[CH:14]=2)[CH2:9][CH2:10][CH2:11]1)=[O:25].